From a dataset of Peptide-MHC class II binding affinity with 134,281 pairs from IEDB. Regression. Given a peptide amino acid sequence and an MHC pseudo amino acid sequence, predict their binding affinity value. This is MHC class II binding data. (1) The peptide sequence is TSALIWMASPPEVHS. The MHC is HLA-DQA10102-DQB10602 with pseudo-sequence HLA-DQA10102-DQB10602. The binding affinity (normalized) is 0.182. (2) The peptide sequence is MKTSSVARLRQNQIG. The MHC is DRB1_0101 with pseudo-sequence DRB1_0101. The binding affinity (normalized) is 0.272.